This data is from Reaction yield outcomes from USPTO patents with 853,638 reactions. The task is: Predict the reaction yield, written as a fraction of the theoretical maximum amount of product (1.0 means a 100% yield; for example, 0.34 means a 34% yield). The reactants are [N:1]12[CH2:8][CH2:7][CH:4]([CH2:5][CH2:6]1)[CH:3]([O:9][C:10](=[O:19])[NH:11][C:12]1[CH:17]=[CH:16][CH:15]=[C:14](Br)[CH:13]=1)[CH2:2]2.[CH2:20]([C:22]1[CH:27]=[CH:26][CH:25]=[CH:24][C:23]=1B(O)O)[CH3:21]. No catalyst specified. The product is [N:1]12[CH2:8][CH2:7][CH:4]([CH2:5][CH2:6]1)[CH:3]([O:9][C:10](=[O:19])[NH:11][C:12]1[CH:13]=[C:14]([C:23]3[CH:24]=[CH:25][CH:26]=[CH:27][C:22]=3[CH2:20][CH3:21])[CH:15]=[CH:16][CH:17]=1)[CH2:2]2. The yield is 0.780.